From a dataset of Forward reaction prediction with 1.9M reactions from USPTO patents (1976-2016). Predict the product of the given reaction. Given the reactants Br.[NH2:2][C@H:3]1[C:12]2[C:7](=[CH:8][CH:9]=[CH:10][CH:11]=2)[N:6]([C:13](=[O:15])[CH3:14])[C@@H:5]([CH:16]2[CH2:18][CH2:17]2)[C@@H:4]1[CH3:19].Br[C:21]1[CH:26]=[CH:25][CH:24]=[C:23]([CH:27]2[CH2:29][CH2:28]2)[CH:22]=1.CN(C1C(C2C(P(C3CCCCC3)C3CCCCC3)=CC=CC=2)=CC=CC=1)C.CC(C)([O-])C.[Na+], predict the reaction product. The product is: [CH:16]1([C@H:5]2[C@H:4]([CH3:19])[C@@H:3]([NH:2][C:21]3[CH:26]=[CH:25][CH:24]=[C:23]([CH:27]4[CH2:29][CH2:28]4)[CH:22]=3)[C:12]3[C:7](=[CH:8][CH:9]=[CH:10][CH:11]=3)[N:6]2[C:13](=[O:15])[CH3:14])[CH2:18][CH2:17]1.